Dataset: TCR-epitope binding with 47,182 pairs between 192 epitopes and 23,139 TCRs. Task: Binary Classification. Given a T-cell receptor sequence (or CDR3 region) and an epitope sequence, predict whether binding occurs between them. (1) The epitope is AMFWSVPTV. The TCR CDR3 sequence is CASSLVRVRTSGYYEQYF. Result: 0 (the TCR does not bind to the epitope). (2) The epitope is LVLSVNPYV. The TCR CDR3 sequence is CASTLARGGGFYGYTF. Result: 0 (the TCR does not bind to the epitope). (3) The epitope is RISNCVADY. The TCR CDR3 sequence is CASGLQGASGNTIYF. Result: 0 (the TCR does not bind to the epitope). (4) The epitope is SEVGPEHSLAEY. The TCR CDR3 sequence is CASSHAGDSPLHF. Result: 0 (the TCR does not bind to the epitope). (5) The epitope is KLNVGDYFV. The TCR CDR3 sequence is CASSLAGRIYNEQFF. Result: 1 (the TCR binds to the epitope). (6) The epitope is KMKDLSPRW. The TCR CDR3 sequence is CASSHPSASTDTQYF. Result: 0 (the TCR does not bind to the epitope).